Dataset: Forward reaction prediction with 1.9M reactions from USPTO patents (1976-2016). Task: Predict the product of the given reaction. (1) Given the reactants [CH3:1][O:2][C:3]1[CH:4]=[C:5]([P:13](=[O:30])([O:22][CH2:23][C:24]2C=CC=CC=2)[O:14][CH2:15][C:16]2C=CC=CC=2)[CH:6]=[C:7]([O:11][CH3:12])[C:8]=1[O:9][CH3:10].C(OP([O-])OCC)C, predict the reaction product. The product is: [CH3:1][O:2][C:3]1[CH:4]=[C:5]([P:13](=[O:30])([O:22][CH2:23][CH3:24])[O:14][CH2:15][CH3:16])[CH:6]=[C:7]([O:11][CH3:12])[C:8]=1[O:9][CH3:10]. (2) Given the reactants [C:1]([C:5]1[CH:10]=[CH:9][C:8]([C:11]2[C:19]3[C:14](=[CH:15][CH:16]=[CH:17][CH:18]=3)[N:13]([CH2:20][C:21]3[CH:22]=[C:23]([C:28]4[CH:33]=[CH:32][C:31]([O:34][C:35]([CH3:42])([CH3:41])[C:36]([O:38]CC)=[O:37])=[CH:30][CH:29]=4)[CH:24]=[CH:25][C:26]=3[CH3:27])[C:12]=2[C:43]([O:45]CC)=[O:44])=[CH:7][CH:6]=1)([CH3:4])([CH3:3])[CH3:2].[OH-].[Na+].Cl, predict the reaction product. The product is: [C:36]([C:35]([O:34][C:31]1[CH:30]=[CH:29][C:28]([C:23]2[CH:24]=[CH:25][C:26]([CH3:27])=[C:21]([CH2:20][N:13]3[C:14]4[C:19](=[CH:18][CH:17]=[CH:16][CH:15]=4)[C:11]([C:8]4[CH:9]=[CH:10][C:5]([C:1]([CH3:3])([CH3:2])[CH3:4])=[CH:6][CH:7]=4)=[C:12]3[C:43]([OH:45])=[O:44])[CH:22]=2)=[CH:33][CH:32]=1)([CH3:42])[CH3:41])([OH:38])=[O:37]. (3) Given the reactants N([O-])=O.[Na+].[N+:5]([C:8]1[CH:17]=[CH:16][CH:15]=[C:14]2[C:9]=1[CH:10]=[CH:11][CH:12]=[C:13]2N)([O-:7])=[O:6].[F:19][P-](F)(F)(F)(F)F.[H+], predict the reaction product. The product is: [F:19][C:13]1[C:14]2[C:9](=[C:8]([N+:5]([O-:7])=[O:6])[CH:17]=[CH:16][CH:15]=2)[CH:10]=[CH:11][CH:12]=1. (4) Given the reactants [OH:1][C:2]1[C:12]([O:13][C:14](=[O:16])[CH3:15])=[CH:11][C:5]2[C:6](=[O:10])[N:7]([CH3:9])[S:8][C:4]=2[CH:3]=1.[N+:17]([O-])([OH:19])=[O:18], predict the reaction product. The product is: [OH:1][C:2]1[C:12]([O:13][C:14](=[O:16])[CH3:15])=[CH:11][C:5]2[C:6](=[O:10])[N:7]([CH3:9])[S:8][C:4]=2[C:3]=1[N+:17]([O-:19])=[O:18]. (5) Given the reactants [SH-:1].[Na+].[CH2:3]([N:10]1[C:15](=[O:16])[C:14]([CH3:17])=[C:13](Cl)[NH:12][C:11]1=[O:19])[C:4]1[CH:9]=[CH:8][CH:7]=[CH:6][CH:5]=1.Cl, predict the reaction product. The product is: [CH2:3]([N:10]1[C:15](=[O:16])[C:14]([CH3:17])=[C:13]([SH:1])[NH:12][C:11]1=[O:19])[C:4]1[CH:9]=[CH:8][CH:7]=[CH:6][CH:5]=1. (6) Given the reactants [Br:1][C:2]1[CH:3]=[C:4]([C:10]2[N:14]([C:15]3[CH:16]=[N:17][CH:18]=[CH:19][CH:20]=3)[N:13]=[C:12]([C:21]([OH:23])=O)[CH:11]=2)[CH:5]=[C:6]([O:8][CH3:9])[CH:7]=1.ClC1C=C(C2N(C3C=CC=CN=3)N=C(C([N:45]3[CH2:49][C:48](=[O:50])[NH:47][CH2:46]3)=O)C=2)C=C(F)C=1.Cl.N1C=CNC1=O, predict the reaction product. The product is: [Br:1][C:2]1[CH:3]=[C:4]([C:10]2[N:14]([C:15]3[CH:16]=[N:17][CH:18]=[CH:19][CH:20]=3)[N:13]=[C:12]([C:21]([N:45]3[CH2:49][C:48](=[O:50])[NH:47][CH2:46]3)=[O:23])[CH:11]=2)[CH:5]=[C:6]([O:8][CH3:9])[CH:7]=1. (7) Given the reactants [N+:1]([C:4]1[CH:12]=[CH:11][C:7]([C:8]([OH:10])=O)=[C:6]([C:13]2[CH:18]=[CH:17][CH:16]=[CH:15][CH:14]=2)[CH:5]=1)([O-:3])=[O:2].ON1C(=O)C2C=CC=CC=2N=N1.Cl.[CH3:32][O:33][C:34](=[O:41])[C@H:35]([CH2:37][CH2:38][S:39][CH3:40])[NH2:36].C(N(CC)CC)C.C(C1C=CC=CC=1N(CC)CC)C, predict the reaction product. The product is: [CH3:32][O:33][C:34](=[O:41])[C@H:35]([CH2:37][CH2:38][S:39][CH3:40])[NH:36][C:8](=[O:10])[C:7]1[CH:11]=[CH:12][C:4]([N+:1]([O-:3])=[O:2])=[CH:5][C:6]=1[C:13]1[CH:18]=[CH:17][CH:16]=[CH:15][CH:14]=1. (8) Given the reactants [CH2:1]([C:8]1[NH:9][C:10]([C:13]2[CH:18]=[CH:17][CH:16]=[CH:15][CH:14]=2)=[CH:11][CH:12]=1)[C:2]1[CH:7]=[CH:6][CH:5]=[CH:4][CH:3]=1.[H-].[Na+].Br[CH2:22][C:23]([O:25][CH3:26])=[O:24], predict the reaction product. The product is: [CH3:26][O:25][C:23](=[O:24])[CH2:22][N:9]1[C:10]([C:13]2[CH:18]=[CH:17][CH:16]=[CH:15][CH:14]=2)=[CH:11][CH:12]=[C:8]1[CH2:1][C:2]1[CH:3]=[CH:4][CH:5]=[CH:6][CH:7]=1. (9) Given the reactants Br[C:2]1[CH:7]=[CH:6][C:5]([NH2:8])=[C:4]([N+:9]([O-:11])=[O:10])[CH:3]=1.[CH3:12][C:13]1[C:17](B2OC(C)(C)C(C)(C)O2)=[C:16]([CH3:27])[O:15][N:14]=1.C([O-])([O-])=O.[K+].[K+], predict the reaction product. The product is: [CH3:12][C:13]1[C:17]([C:2]2[CH:7]=[CH:6][C:5]([NH2:8])=[C:4]([N+:9]([O-:11])=[O:10])[CH:3]=2)=[C:16]([CH3:27])[O:15][N:14]=1. (10) The product is: [N:9]1[CH:8]=[CH:7][CH:6]=[N:5][C:4]=1[N:12]1[CH2:17][CH2:16][CH:15]([CH2:18][C:19]2[N:23]=[C:22]([C:24]3[O:32][C:31]4[CH:30]=[CH:29][N:28]=[CH:27][C:26]=4[CH:25]=3)[O:21][N:20]=2)[CH2:14][CH2:13]1. Given the reactants C1CC[N:9]2[C:4](=[N:5][CH2:6][CH2:7][CH2:8]2)CC1.[NH:12]1[CH2:17][CH2:16][CH:15]([CH2:18][C:19]2[N:23]=[C:22]([C:24]3[O:32][C:31]4[CH:30]=[CH:29][N:28]=[CH:27][C:26]=4[CH:25]=3)[O:21][N:20]=2)[CH2:14][CH2:13]1.BrC1N=CC=CN=1, predict the reaction product.